Dataset: Reaction yield outcomes from USPTO patents with 853,638 reactions. Task: Predict the reaction yield, written as a fraction of the theoretical maximum amount of product (1.0 means a 100% yield; for example, 0.34 means a 34% yield). (1) The reactants are [CH2:1]([C:8]1[CH:9]=[C:10]([C:14]([C:16]2[C:17]([NH:22][C@@H:23]3[CH2:27][C@H:26]([CH2:28][O:29][S:30]([NH:33]C(=O)OC(C)(C)C)(=[O:32])=[O:31])[C@@H:25]([OH:41])[C@@H:24]3[F:42])=[N:18][CH:19]=[N:20][CH:21]=2)=[O:15])[S:11][C:12]=1[Cl:13])[C:2]1[CH:7]=[CH:6][CH:5]=[CH:4][CH:3]=1. The catalyst is CC#N. The product is [S:30](=[O:32])(=[O:31])([O:29][CH2:28][C@H:26]1[CH2:27][C@@H:23]([NH:22][C:17]2[C:16]([C:14]([C:10]3[S:11][C:12]([Cl:13])=[C:8]([CH2:1][C:2]4[CH:7]=[CH:6][CH:5]=[CH:4][CH:3]=4)[CH:9]=3)=[O:15])=[CH:21][N:20]=[CH:19][N:18]=2)[C@@H:24]([F:42])[C@@H:25]1[OH:41])[NH2:33]. The yield is 0.430. (2) The reactants are [CH3:1][O:2][C:3]1[CH:4]=[C:5]2[C:10](=[CH:11][C:12]=1[O:13][CH3:14])[N:9]=[CH:8][N:7]=[C:6]2[O:15][C:16]1[CH:22]=[CH:21][C:19]([NH2:20])=[CH:18][CH:17]=1.C1(C)C=CC=CC=1.C(N(CC)CC)C.Cl[C:38](Cl)([O:40][C:41](=[O:47])OC(Cl)(Cl)Cl)Cl.[N:49]1[CH:54]=[CH:53][CH:52]=[CH:51][C:50]=1[S:55][CH2:56][CH2:57]CO. The catalyst is C(Cl)Cl. The product is [CH3:1][O:2][C:3]1[CH:4]=[C:5]2[C:10](=[CH:11][C:12]=1[O:13][CH3:14])[N:9]=[CH:8][N:7]=[C:6]2[O:15][C:16]1[CH:22]=[CH:21][C:19]([NH:20][C:41](=[O:47])[O:40][CH2:38][CH2:57][CH2:56][S:55][C:50]2[CH:51]=[CH:52][CH:53]=[CH:54][N:49]=2)=[CH:18][CH:17]=1. The yield is 0.0400.